From a dataset of Forward reaction prediction with 1.9M reactions from USPTO patents (1976-2016). Predict the product of the given reaction. Given the reactants [NH2:1][C:2]1[C:7]([NH:8][C:9](=[O:18])[O:10][CH2:11][C:12]2[CH:17]=[CH:16][CH:15]=[CH:14][CH:13]=2)=[CH:6][CH:5]=[CH:4][N:3]=1.ClC1C=CC=C(C(OO)=[O:27])C=1.Cl, predict the reaction product. The product is: [NH2:1][C:2]1[C:7]([NH:8][C:9](=[O:18])[O:10][CH2:11][C:12]2[CH:13]=[CH:14][CH:15]=[CH:16][CH:17]=2)=[CH:6][CH:5]=[CH:4][N+:3]=1[O-:27].